This data is from NCI-60 drug combinations with 297,098 pairs across 59 cell lines. The task is: Regression. Given two drug SMILES strings and cell line genomic features, predict the synergy score measuring deviation from expected non-interaction effect. (1) Drug 1: CCC1(CC2CC(C3=C(CCN(C2)C1)C4=CC=CC=C4N3)(C5=C(C=C6C(=C5)C78CCN9C7C(C=CC9)(C(C(C8N6C)(C(=O)OC)O)OC(=O)C)CC)OC)C(=O)OC)O. Drug 2: CCC1=C2N=C(C=C(N2N=C1)NCC3=C[N+](=CC=C3)[O-])N4CCCCC4CCO. Cell line: SK-OV-3. Synergy scores: CSS=34.9, Synergy_ZIP=1.27, Synergy_Bliss=3.02, Synergy_Loewe=-4.75, Synergy_HSA=0.910. (2) Drug 1: CC1=C2C(C(=O)C3(C(CC4C(C3C(C(C2(C)C)(CC1OC(=O)C(C(C5=CC=CC=C5)NC(=O)OC(C)(C)C)O)O)OC(=O)C6=CC=CC=C6)(CO4)OC(=O)C)O)C)O. Drug 2: C1CC(=O)NC(=O)C1N2C(=O)C3=CC=CC=C3C2=O. Cell line: EKVX. Synergy scores: CSS=-3.30, Synergy_ZIP=0.0436, Synergy_Bliss=-3.64, Synergy_Loewe=-8.53, Synergy_HSA=-5.76. (3) Drug 1: COC1=CC(=CC(=C1O)OC)C2C3C(COC3=O)C(C4=CC5=C(C=C24)OCO5)OC6C(C(C7C(O6)COC(O7)C8=CC=CS8)O)O. Cell line: M14. Drug 2: CC1CCCC2(C(O2)CC(NC(=O)CC(C(C(=O)C(C1O)C)(C)C)O)C(=CC3=CSC(=N3)C)C)C. Synergy scores: CSS=37.0, Synergy_ZIP=2.13, Synergy_Bliss=2.18, Synergy_Loewe=0.302, Synergy_HSA=0.205. (4) Drug 1: CC1=C(C=C(C=C1)NC(=O)C2=CC=C(C=C2)CN3CCN(CC3)C)NC4=NC=CC(=N4)C5=CN=CC=C5. Drug 2: C1C(C(OC1N2C=NC(=NC2=O)N)CO)O. Cell line: RPMI-8226. Synergy scores: CSS=29.9, Synergy_ZIP=3.03, Synergy_Bliss=-3.31, Synergy_Loewe=-34.0, Synergy_HSA=-1.86. (5) Drug 1: C1CC(C1)(C(=O)O)C(=O)O.[NH2-].[NH2-].[Pt+2]. Drug 2: CC1=C(N=C(N=C1N)C(CC(=O)N)NCC(C(=O)N)N)C(=O)NC(C(C2=CN=CN2)OC3C(C(C(C(O3)CO)O)O)OC4C(C(C(C(O4)CO)O)OC(=O)N)O)C(=O)NC(C)C(C(C)C(=O)NC(C(C)O)C(=O)NCCC5=NC(=CS5)C6=NC(=CS6)C(=O)NCCC[S+](C)C)O. Cell line: PC-3. Synergy scores: CSS=12.9, Synergy_ZIP=-6.54, Synergy_Bliss=-1.55, Synergy_Loewe=-2.69, Synergy_HSA=0.410.